This data is from Full USPTO retrosynthesis dataset with 1.9M reactions from patents (1976-2016). The task is: Predict the reactants needed to synthesize the given product. (1) Given the product [F:32][C:29]([F:30])([F:31])[C:24]([C:21]1[CH:20]=[N:19][C:18]([N:15]2[CH2:16][CH2:17][NH:12][CH2:13][C@@H:14]2[CH2:34][N:35]2[CH:36]3[CH2:43][CH:42]([OH:44])[CH2:41][CH:40]2[CH2:39][O:38][CH2:37]3)=[N:23][CH:22]=1)([OH:33])[C:25]([F:26])([F:27])[F:28].[F:76][C:73]([F:74])([F:75])[C:68]([C:65]1[CH:64]=[N:63][C:62]([N:59]2[CH2:60][CH2:61][NH:56][CH2:57][C@@H:58]2[CH2:78][N:79]2[CH:80]3[CH2:87][C:86](=[O:88])[CH2:85][CH:84]2[CH2:83][O:82][CH2:81]3)=[N:67][CH:66]=1)([OH:77])[C:69]([F:70])([F:72])[F:71], predict the reactants needed to synthesize it. The reactants are: [N+](C1SC(S([N:12]2[CH2:17][CH2:16][N:15]([C:18]3[N:23]=[CH:22][C:21]([C:24]([OH:33])([C:29]([F:32])([F:31])[F:30])[C:25]([F:28])([F:27])[F:26])=[CH:20][N:19]=3)[C@@H:14]([CH2:34][N:35]3[CH:40]4[CH2:41][CH:42]([OH:44])[CH2:43][CH:36]3[CH2:37][O:38][CH2:39]4)[CH2:13]2)(=O)=O)=CC=1)([O-])=O.[N+](C1SC(S([N:56]2[CH2:61][CH2:60][N:59]([C:62]3[N:67]=[CH:66][C:65]([C:68]([OH:77])([C:73]([F:76])([F:75])[F:74])[C:69]([F:72])([F:71])[F:70])=[CH:64][N:63]=3)[C@@H:58]([CH2:78][N:79]3[CH:84]4[CH2:85][C:86](=[O:88])[CH2:87][CH:80]3[CH2:81][O:82][CH2:83]4)[CH2:57]2)(=O)=O)=CC=1)([O-])=O.[OH-].[K+].CO. (2) Given the product [C:1]([O:5][C:6]([NH:8][C:9]1([C:18]([O:20][C@@H:49]2[CH:50]3[CH2:53][CH2:54][N:47]([CH2:52][CH2:51]3)[CH2:48]2)=[O:19])[C:17]2[C:12](=[CH:13][CH:14]=[CH:15][CH:16]=2)[CH2:11][CH2:10]1)=[O:7])([CH3:4])([CH3:2])[CH3:3], predict the reactants needed to synthesize it. The reactants are: [C:1]([O:5][C:6]([NH:8][C:9]1([C:18]([OH:20])=[O:19])[C:17]2[C:12](=[CH:13][CH:14]=[CH:15][CH:16]=2)[CH2:11][CH2:10]1)=[O:7])([CH3:4])([CH3:3])[CH3:2].C1(N=C=NC2CCCCC2)CCCCC1.O.ON1C2C=CC=CC=2N=N1.[N:47]12[CH2:54][CH2:53][CH:50]([CH2:51][CH2:52]1)[C@@H:49](O)[CH2:48]2. (3) Given the product [C:28]([C:27]([N:4]([C:5]1[CH:13]=[CH:12][CH:11]=[CH:10][C:6]=1[C:7]([OH:9])=[O:8])[C:3]1[CH:14]=[C:15]([O:18][CH3:19])[CH:16]=[CH:17][C:2]=1[Cl:1])=[O:33])([OH:30])=[O:29], predict the reactants needed to synthesize it. The reactants are: [Cl:1][C:2]1[CH:17]=[CH:16][C:15]([O:18][CH3:19])=[CH:14][C:3]=1[NH:4][C:5]1[CH:13]=[CH:12][CH:11]=[CH:10][C:6]=1[C:7]([OH:9])=[O:8].N1C=CC=CC=1.Cl[C:27](=[O:33])[C:28]([O:30]CC)=[O:29].Cl. (4) Given the product [Cl:1][C:2]1[CH:7]=[CH:6][C:5]([S:8]([N:11]([CH2:13][C@@H:14]2[CH2:19][CH2:18][C@H:17]([O:20][CH2:21][CH2:22][CH2:23][CH2:24][O:25][S:27]([CH3:26])(=[O:29])=[O:28])[CH2:16][CH2:15]2)[CH3:12])(=[O:9])=[O:10])=[CH:4][CH:3]=1, predict the reactants needed to synthesize it. The reactants are: [Cl:1][C:2]1[CH:7]=[CH:6][C:5]([S:8]([N:11]([CH2:13][C@H:14]2[CH2:19][CH2:18][C@@H:17]([O:20][CH2:21][CH2:22][CH2:23][CH2:24][OH:25])[CH2:16][CH2:15]2)[CH3:12])(=[O:10])=[O:9])=[CH:4][CH:3]=1.[CH3:26][S:27](Cl)(=[O:29])=[O:28]. (5) The reactants are: [OH:1][CH2:2][C:3]1[O:7][N:6]=[C:5]([C:8](=[O:10])[CH3:9])[CH:4]=1.[C:11](=O)([O-])[O-].[Cs+].[Cs+].CI. Given the product [CH3:11][O:1][CH2:2][C:3]1[O:7][N:6]=[C:5]([C:8](=[O:10])[CH3:9])[CH:4]=1, predict the reactants needed to synthesize it. (6) Given the product [C:55]([O:8][CH2:7][C:6]1[CH:5]=[C:4]([C@H:9]2[C@H:14]([O:15][CH2:16][C:17]3[CH:18]=[CH:19][CH:20]=[CH:21][CH:22]=3)[C@@H:13]([O:23][CH2:24][C:25]3[CH:30]=[CH:29][CH:28]=[CH:27][CH:26]=3)[C@H:12]([O:31][CH2:32][C:33]3[CH:34]=[CH:35][CH:36]=[CH:37][CH:38]=3)[C@@H:11]([CH2:39][O:40][CH2:41][C:42]3[CH:43]=[CH:44][CH:45]=[CH:46][CH:47]=3)[O:10]2)[S:3][C:2]=1[Cl:1])(=[O:62])[C:56]1[CH:61]=[CH:60][CH:59]=[CH:58][CH:57]=1, predict the reactants needed to synthesize it. The reactants are: [Cl:1][C:2]1[S:3][C:4]([CH:9]2[C@H:14]([O:15][CH2:16][C:17]3[CH:22]=[CH:21][CH:20]=[CH:19][CH:18]=3)[C@@H:13]([O:23][CH2:24][C:25]3[CH:30]=[CH:29][CH:28]=[CH:27][CH:26]=3)[C@H:12]([O:31][CH2:32][C:33]3[CH:38]=[CH:37][CH:36]=[CH:35][CH:34]=3)[C@@H:11]([CH2:39][O:40][CH2:41][C:42]3[CH:47]=[CH:46][CH:45]=[CH:44][CH:43]=3)[O:10]2)=[CH:5][C:6]=1[CH2:7][OH:8].CCN(CC)CC.[C:55](Cl)(=[O:62])[C:56]1[CH:61]=[CH:60][CH:59]=[CH:58][CH:57]=1.